From a dataset of Full USPTO retrosynthesis dataset with 1.9M reactions from patents (1976-2016). Predict the reactants needed to synthesize the given product. (1) Given the product [NH2:1][C@H:2]([C:8]([OH:10])=[O:9])[CH2:3][CH2:4][CH2:5][CH2:6][NH2:7].[Cu:16], predict the reactants needed to synthesize it. The reactants are: [NH2:1][C@H:2]([C:8]([OH:10])=[O:9])[CH2:3][CH2:4][CH2:5][CH2:6][NH2:7].S([O-])([O-])(=O)=O.[Cu+2:16].CO. (2) The reactants are: [F:1][C:2]1[CH:7]=[CH:6][C:5]([C:8](Cl)=[N:9][OH:10])=[CH:4][CH:3]=1.C(N(CC)CC)C.[CH2:19]([N:23]1[C:27](=[O:28])[C:26]2=[CH:29][CH:30]=[CH:31][CH:32]=[C:25]2[C:24]1=[O:33])[CH2:20][C:21]#[CH:22]. Given the product [F:1][C:2]1[CH:7]=[CH:6][C:5]([C:8]2[CH:22]=[C:21]([CH2:20][CH2:19][N:23]3[C:27](=[O:28])[C:26]4[C:25](=[CH:32][CH:31]=[CH:30][CH:29]=4)[C:24]3=[O:33])[O:10][N:9]=2)=[CH:4][CH:3]=1, predict the reactants needed to synthesize it.